This data is from Catalyst prediction with 721,799 reactions and 888 catalyst types from USPTO. The task is: Predict which catalyst facilitates the given reaction. (1) Reactant: [CH:1]([C:3]1[CH:11]=[CH:10][C:6]([C:7]([OH:9])=[O:8])=[CH:5][CH:4]=1)=O.C([O-])([O-])=O.[K+].[K+].[CH3:18][O:19][C:20]([CH2:22]P(OC)(OC)=O)=[O:21]. Product: [CH3:18][O:19][C:20](=[O:21])/[CH:22]=[CH:1]/[C:3]1[CH:11]=[CH:10][C:6]([C:7]([OH:9])=[O:8])=[CH:5][CH:4]=1. The catalyst class is: 6. (2) Reactant: CS(N)(=O)=O.[OH2:6].[C:7]1([C:13]2[CH2:14][CH2:15][N:16]([C:19]([O:21][C:22]([CH3:25])([CH3:24])[CH3:23])=[O:20])[CH2:17][CH:18]=2)[CH:12]=[CH:11][CH:10]=[CH:9][CH:8]=1.S([O-])([O-])=[O:27].[Na+].[Na+]. The catalyst class is: 107. Product: [OH:6][C@H:18]1[C@:13]([OH:27])([C:7]2[CH:8]=[CH:9][CH:10]=[CH:11][CH:12]=2)[CH2:14][CH2:15][N:16]([C:19]([O:21][C:22]([CH3:25])([CH3:24])[CH3:23])=[O:20])[CH2:17]1. (3) Reactant: [C:1]([O:4][CH2:5][C@@:6]([NH:19][C:20](=[O:22])[CH3:21])([CH3:18])[CH2:7][CH2:8][C:9]1[O:10][C:11]([C:14]#[C:15][CH2:16]Br)=[CH:12][CH:13]=1)(=[O:3])[CH3:2].[Cl-:23].[NH4+].CN(C)[CH:27]=[O:28]. Product: [C:1]([O:4][CH2:5][C@@:6]([NH:19][C:20](=[O:22])[CH3:21])([CH3:18])[CH2:7][CH2:8][C:9]1[O:10][C:11]([C:14]#[C:15][CH2:16][O:28][C:27]2[CH:9]=[CH:8][C:7]([Cl:23])=[CH:6][CH:5]=2)=[CH:12][CH:13]=1)(=[O:3])[CH3:2]. The catalyst class is: 69. (4) Reactant: [CH:1]1([N:5]2[C:13]3[C:8](=[CH:9][CH:10]=[C:11]([O:14][CH2:15][CH3:16])[CH:12]=3)[C:7]([C:17]#[N:18])=[C:6]2[C:19]2[CH:24]=[CH:23][C:22]([NH:25][CH2:26][CH3:27])=[CH:21][CH:20]=2)[CH2:4][CH2:3][CH2:2]1.Cl[C:29]([O:31][CH:32]1[CH2:36][CH2:35][CH2:34][CH2:33]1)=[O:30].ClC([O-])=O. Product: [CH:32]1([O:31][C:29](=[O:30])[N:25]([C:22]2[CH:21]=[CH:20][C:19]([C:6]3[N:5]([CH:1]4[CH2:2][CH2:3][CH2:4]4)[C:13]4[C:8]([C:7]=3[C:17]#[N:18])=[CH:9][CH:10]=[C:11]([O:14][CH2:15][CH3:16])[CH:12]=4)=[CH:24][CH:23]=2)[CH2:26][CH3:27])[CH2:36][CH2:35][CH2:34][CH2:33]1. The catalyst class is: 17.